Dataset: Reaction yield outcomes from USPTO patents with 853,638 reactions. Task: Predict the reaction yield, written as a fraction of the theoretical maximum amount of product (1.0 means a 100% yield; for example, 0.34 means a 34% yield). The reactants are [F:1][C:2]([F:15])([F:14])[S:3]([O:6]S(C(F)(F)F)(=O)=O)(=[O:5])=[O:4].[CH2:16]([O:18][C:19]([C:21]1[O:29][C:28]2[C:27]([Br:30])=[CH:26][N:25]=[CH:24][C:23]=2[C:22]=1O)=[O:20])[CH3:17].N1C=CC=CC=1. The catalyst is C(Cl)Cl. The product is [CH2:16]([O:18][C:19]([C:21]1[O:29][C:28]2[C:27]([Br:30])=[CH:26][N:25]=[CH:24][C:23]=2[C:22]=1[O:6][S:3]([C:2]([F:15])([F:14])[F:1])(=[O:5])=[O:4])=[O:20])[CH3:17]. The yield is 0.630.